Dataset: Reaction yield outcomes from USPTO patents with 853,638 reactions. Task: Predict the reaction yield, written as a fraction of the theoretical maximum amount of product (1.0 means a 100% yield; for example, 0.34 means a 34% yield). (1) The reactants are Cl.[Cl:2][C:3]1[C:8]([Cl:9])=[CH:7][CH:6]=[CH:5][C:4]=1[NH:10][NH2:11].O=[C:13]1[CH2:17][S:16][CH2:15][CH:14]1[C:18]#[N:19]. The catalyst is C(O)C. The product is [Cl:2][C:3]1[C:8]([Cl:9])=[CH:7][CH:6]=[CH:5][C:4]=1[N:10]1[C:18]([NH2:19])=[C:14]2[CH2:15][S:16][CH2:17][C:13]2=[N:11]1. The yield is 0.850. (2) The reactants are [CH3:1][O:2][C:3]1[CH:12]=[C:11]2[C:6]([C:7](=[N:19]O)[CH2:8][CH:9]([C:13]3[CH:14]=[N:15][CH:16]=[CH:17][CH:18]=3)[O:10]2)=[CH:5][CH:4]=1.[H][H]. The catalyst is N.CO.[Ni]. The product is [CH3:1][O:2][C:3]1[CH:12]=[C:11]2[C:6]([CH:7]([NH2:19])[CH2:8][CH:9]([C:13]3[CH:14]=[N:15][CH:16]=[CH:17][CH:18]=3)[O:10]2)=[CH:5][CH:4]=1. The yield is 0.496. (3) The reactants are [BH4-].[Na+].B(F)(F)F.CC[O:9]CC.[CH2:12]([N:19]1[CH2:24][CH:23]=[C:22]([C:25]2[CH:30]=[CH:29][C:28]([O:31][CH3:32])=[CH:27][CH:26]=2)[CH2:21][CH2:20]1)[C:13]1[CH:18]=[CH:17][CH:16]=[CH:15][CH:14]=1.[OH-].[Na+].OO. The catalyst is C1COCC1.[Cl-].[NH4+].C(O)C. The product is [CH2:12]([N:19]1[CH2:20][CH2:21][C@@H:22]([C:25]2[CH:26]=[CH:27][C:28]([O:31][CH3:32])=[CH:29][CH:30]=2)[C@H:23]([OH:9])[CH2:24]1)[C:13]1[CH:14]=[CH:15][CH:16]=[CH:17][CH:18]=1. The yield is 0.690.